Predict the product of the given reaction. From a dataset of Forward reaction prediction with 1.9M reactions from USPTO patents (1976-2016). (1) The product is: [Br:10][C:3]1[C:4]2[C:9](=[CH:8][CH:7]=[CH:6][CH:5]=2)[NH:1][N:2]=1. Given the reactants [NH:1]1[C:9]2[C:4](=[CH:5][CH:6]=[CH:7][CH:8]=2)[CH:3]=[N:2]1.[Br:10]Br.Cl, predict the reaction product. (2) Given the reactants [OH-].[Na+].[CH2:3]([N:7]1[C:11]([C:12]#[N:13])=[C:10]([C:14]([O:16]CC)=[O:15])[N:9]=[C:8]1[N:19]1[CH2:24][CH2:23][N:22]([C:25]([O:27][C:28]([CH3:31])([CH3:30])[CH3:29])=[O:26])[CH2:21][CH2:20]1)[C:4]#[C:5][CH3:6], predict the reaction product. The product is: [CH2:3]([N:7]1[C:11]([C:12]#[N:13])=[C:10]([C:14]([OH:16])=[O:15])[N:9]=[C:8]1[N:19]1[CH2:20][CH2:21][N:22]([C:25]([O:27][C:28]([CH3:31])([CH3:30])[CH3:29])=[O:26])[CH2:23][CH2:24]1)[C:4]#[C:5][CH3:6].